Task: Predict the reactants needed to synthesize the given product.. Dataset: Full USPTO retrosynthesis dataset with 1.9M reactions from patents (1976-2016) (1) Given the product [OH:52][CH2:51][C:47]1[CH:46]=[C:45]([C:35]2[N:34]=[C:33]([C:29]3[CH:30]=[CH:31][CH:32]=[C:27]([NH:26][C:23]([CH:20]4[CH2:19][CH2:18][NH:17][CH2:22][CH2:21]4)=[O:25])[CH:28]=3)[CH:38]=[C:37]([N:39]3[CH2:44][CH2:43][O:42][CH2:41][CH2:40]3)[N:36]=2)[CH:50]=[CH:49][CH:48]=1, predict the reactants needed to synthesize it. The reactants are: C(N(C(C)C)CC)(C)C.C(OC([N:17]1[CH2:22][CH2:21][CH:20]([C:23]([OH:25])=O)[CH2:19][CH2:18]1)=O)(C)(C)C.[NH2:26][C:27]1[CH:28]=[C:29]([C:33]2[CH:38]=[C:37]([N:39]3[CH2:44][CH2:43][O:42][CH2:41][CH2:40]3)[N:36]=[C:35]([C:45]3[CH:50]=[CH:49][CH:48]=[C:47]([CH2:51][OH:52])[CH:46]=3)[N:34]=2)[CH:30]=[CH:31][CH:32]=1.FC(F)(F)C(O)=O. (2) Given the product [CH3:23][C:4]1[CH:3]=[C:2]([NH:1][C:34](=[O:35])[O:36][C:37]2[CH:42]=[CH:41][CH:40]=[CH:39][CH:38]=2)[CH:22]=[CH:21][C:5]=1[O:6][C:7]1[C:12]([C:13]2[CH:18]=[CH:17][N:16]=[C:15]([NH:19][CH3:20])[N:14]=2)=[CH:11][CH:10]=[CH:9][N:8]=1, predict the reactants needed to synthesize it. The reactants are: [NH2:1][C:2]1[CH:22]=[CH:21][C:5]([O:6][C:7]2[C:12]([C:13]3[CH:18]=[CH:17][N:16]=[C:15]([NH:19][CH3:20])[N:14]=3)=[CH:11][CH:10]=[CH:9][N:8]=2)=[C:4]([CH3:23])[CH:3]=1.C(N(C(C)C)CC)(C)C.Cl[C:34]([O:36][C:37]1[CH:42]=[CH:41][CH:40]=[CH:39][CH:38]=1)=[O:35]. (3) Given the product [CH2:46]([N:1]([CH2:2][C:8]([OH:10])=[O:9])[CH2:17][C:16]([OH:21])=[O:20])[CH2:44][N:43]([CH2:47][C:11]([OH:13])=[O:14])[CH2:42][C:59]([OH:61])=[O:60], predict the reactants needed to synthesize it. The reactants are: [NH2:1][C@H:2]([C:8]([OH:10])=[O:9])CCC(=O)N.[C:11](=[O:14])([OH:13])[O-].[Na+].[C:16]([O-:21])(=[O:20])[C:17](C)=O.[Na+].CCN(CCOC(C1C=CC(N)=CC=1)=O)CC.CC1(C)S[C@@H:44]2[C@H:46](NC(CC3C=CC=CC=3)=O)[C:47](=O)[N:43]2[C@H:42]1[C:59]([OH:61])=[O:60].O.C[C@@H]1O[C@@H](O[C@H]2[C@H](O)[C@@H](O)[C@H](NC(N)=N)[C@@H](O)[C@@H]2NC(N)=N)[C@H](O[C@@H]2O[C@@H](CO)[C@H](O)[C@@H](O)[C@@H]2NC)[C@@]1(O)C=O. (4) The reactants are: Cl[C:2]1[N:7]=[CH:6][C:5]([S:8]([N:11]2[CH2:16][CH2:15][N:14]([C:17]3[CH:22]=[CH:21][C:20]([C:23]([OH:32])([C:28]([F:31])([F:30])[F:29])[C:24]([F:27])([F:26])[F:25])=[CH:19][CH:18]=3)[C@@H:13]([CH2:33][N:34]3[CH2:39][CH2:38][O:37][CH2:36][C@H:35]3[CH3:40])[CH2:12]2)(=[O:10])=[O:9])=[CH:4][CH:3]=1.[OH-].[NH4+:42]. Given the product [NH2:42][C:2]1[N:7]=[CH:6][C:5]([S:8]([N:11]2[CH2:16][CH2:15][N:14]([C:17]3[CH:22]=[CH:21][C:20]([C:23]([OH:32])([C:28]([F:31])([F:30])[F:29])[C:24]([F:27])([F:26])[F:25])=[CH:19][CH:18]=3)[C@@H:13]([CH2:33][N:34]3[CH2:39][CH2:38][O:37][CH2:36][C@@H:35]3[CH3:40])[CH2:12]2)(=[O:10])=[O:9])=[CH:4][CH:3]=1, predict the reactants needed to synthesize it. (5) Given the product [CH3:43][C:40]([O:39][CH2:38][C:31]1[C:30]([CH2:29][O:1][C:2]2[CH:3]=[C:4]3[C:8](=[CH:9][CH:10]=2)[N:7]([CH2:11][C:12]2[CH:13]=[C:14]([CH:19]=[CH:20][CH:21]=2)[C:15]([O:17][CH3:18])=[O:16])[CH:6]=[CH:5]3)=[C:34]([CH:35]([CH3:37])[CH3:36])[O:33][N:32]=1)([CH3:41])[CH3:42], predict the reactants needed to synthesize it. The reactants are: [OH:1][C:2]1[CH:3]=[C:4]2[C:8](=[CH:9][CH:10]=1)[N:7]([CH2:11][C:12]1[CH:13]=[C:14]([CH:19]=[CH:20][CH:21]=1)[C:15]([O:17][CH3:18])=[O:16])[CH:6]=[CH:5]2.C(=O)([O-])[O-].[Cs+].[Cs+].Cl[CH2:29][C:30]1[C:31]([CH2:38][O:39][C:40]([CH3:43])([CH3:42])[CH3:41])=[N:32][O:33][C:34]=1[CH:35]([CH3:37])[CH3:36].O.[Cl-].[Na+].O. (6) Given the product [CH3:31][O:30][C:26]1[CH:25]=[C:24]2[C:29]([C:20]([S:19][C:16]3[CH:17]=[CH:18][C:13]([NH:12][C:5]4[C:6]5[C:11](=[CH:10][CH:9]=[CH:8][CH:7]=5)[C:2]([C:32]#[N:33])=[N:3][N:4]=4)=[CH:14][CH:15]=3)=[CH:21][CH:22]=[N:23]2)=[N:28][CH:27]=1, predict the reactants needed to synthesize it. The reactants are: Cl[C:2]1[C:11]2[C:6](=[CH:7][CH:8]=[CH:9][CH:10]=2)[C:5]([NH:12][C:13]2[CH:18]=[CH:17][C:16]([S:19][C:20]3[C:29]4[C:24](=[CH:25][C:26]([O:30][CH3:31])=[CH:27][N:28]=4)[N:23]=[CH:22][CH:21]=3)=[CH:15][CH:14]=2)=[N:4][N:3]=1.[C-:32]#[N:33].[Na+]. (7) Given the product [C:1]([O:5][C:6]([CH:7]1[CH:28]([C:24]2[CH:25]=[CH:26][CH:27]=[C:22]([Cl:21])[C:23]=2[F:40])[C:29]([C:32]2[CH:37]=[CH:36][C:35]([Cl:38])=[CH:34][C:33]=2[F:39])([C:30]#[N:31])[CH:9]([CH2:10][C:11]([CH3:12])([C:13]2[O:14][C:15]([CH3:18])=[CH:16][CH:17]=2)[CH3:19])[NH:8]1)=[O:20])([CH3:4])([CH3:2])[CH3:3], predict the reactants needed to synthesize it. The reactants are: [C:1]([O:5][C:6](=[O:20])[CH2:7]/[N:8]=[CH:9]/[CH2:10][C:11]([CH3:19])([C:13]1[O:14][C:15]([CH3:18])=[CH:16][CH:17]=1)[CH3:12])([CH3:4])([CH3:3])[CH3:2].[Cl:21][C:22]1[C:23]([F:40])=[C:24](/[CH:28]=[C:29](/[C:32]2[CH:37]=[CH:36][C:35]([Cl:38])=[CH:34][C:33]=2[F:39])\[C:30]#[N:31])[CH:25]=[CH:26][CH:27]=1.C(N(CC)CC)C.C1CCN2C(=NCCC2)CC1. (8) Given the product [CH3:34][C:32]1[N:33]=[C:21]2[N:20]=[C:19]([C:16]3[CH:17]=[CH:18][C:13]([C:8]4([NH2:7])[CH2:12][CH2:11][CH2:10][CH2:9]4)=[CH:14][CH:15]=3)[C:24]([C:25]3[CH:26]=[CH:27][CH:28]=[CH:29][CH:30]=3)=[CH:23][N:22]2[N:31]=1, predict the reactants needed to synthesize it. The reactants are: C(OC(=O)[NH:7][C:8]1([C:13]2[CH:18]=[CH:17][C:16]([C:19]3[C:24]([C:25]4[CH:30]=[CH:29][CH:28]=[CH:27][CH:26]=4)=[CH:23][N:22]4[N:31]=[C:32]([CH3:34])[N:33]=[C:21]4[N:20]=3)=[CH:15][CH:14]=2)[CH2:12][CH2:11][CH2:10][CH2:9]1)(C)(C)C.Cl. (9) Given the product [C:11]([O:15][C:16](=[O:44])[CH2:17][O:18][C:19]1[C:24]([CH3:25])=[CH:23][C:22]([C:26]2[O:27][C:28]3[N:29]=[C:30]([O:8][C@@H:3]4[CH2:4][CH2:5][CH2:6][CH2:7][C@H:2]4[F:1])[N:31]=[C:32]([O:35][CH2:36][CH2:37][CH3:38])[C:33]=3[N:34]=2)=[CH:21][C:20]=1[CH3:43])([CH3:12])([CH3:13])[CH3:14], predict the reactants needed to synthesize it. The reactants are: [F:1][C@@H:2]1[CH2:7][CH2:6][CH2:5][CH2:4][C@H:3]1[OH:8].[H-].[Na+].[C:11]([O:15][C:16](=[O:44])[CH2:17][O:18][C:19]1[C:24]([CH3:25])=[CH:23][C:22]([C:26]2[O:27][C:28]3[N:29]=[C:30](S(C)(=O)=O)[N:31]=[C:32]([O:35][CH2:36][CH2:37][CH3:38])[C:33]=3[N:34]=2)=[CH:21][C:20]=1[CH3:43])([CH3:14])([CH3:13])[CH3:12].